Predict which catalyst facilitates the given reaction. From a dataset of Catalyst prediction with 721,799 reactions and 888 catalyst types from USPTO. Reactant: [OH-].[K+].[C:3](=[N:16][OH:17])([C:10]1[CH:15]=[CH:14][CH:13]=[CH:12][CH:11]=1)[C:4]1[CH:9]=[CH:8][CH:7]=[CH:6][CH:5]=1.CS(O[C@H:23]1[CH2:27][CH2:26][N:25](C(OC(C)(C)C)=O)[CH2:24]1)(=O)=O.O. Product: [NH:25]1[CH2:26][CH2:27][C@@H:23]([O:17][N:16]=[C:3]([C:10]2[CH:11]=[CH:12][CH:13]=[CH:14][CH:15]=2)[C:4]2[CH:9]=[CH:8][CH:7]=[CH:6][CH:5]=2)[CH2:24]1. The catalyst class is: 16.